From a dataset of Reaction yield outcomes from USPTO patents with 853,638 reactions. Predict the reaction yield, written as a fraction of the theoretical maximum amount of product (1.0 means a 100% yield; for example, 0.34 means a 34% yield). (1) The reactants are [C:1]1([SH:7])[CH:6]=[CH:5][CH:4]=[CH:3][CH:2]=1.C(=O)([O-])[O-].[K+].[K+].O.C[N:16]([CH:18]=O)C. No catalyst specified. The product is [C:1]1([S:7][C:4]2[CH:5]=[CH:6][C:1]([S:7][C:1]3[CH:6]=[CH:5][CH:4]=[CH:3][CH:2]=3)=[C:2]([C:18]#[N:16])[C:3]=2[C:18]#[N:16])[CH:6]=[CH:5][CH:4]=[CH:3][CH:2]=1. The yield is 0.520. (2) The reactants are [C:1]1([CH:7]([C:13]2[CH:18]=[CH:17][CH:16]=[CH:15][CH:14]=2)[N:8]2[CH2:11][CH:10]([OH:12])[CH2:9]2)[CH:6]=[CH:5][CH:4]=[CH:3][CH:2]=1.[H-].[Na+].F[C:22]1[CH:27]=[CH:26][C:25]([N+:28]([O-:30])=[O:29])=[CH:24][CH:23]=1.O. The catalyst is C1COCC1. The product is [C:13]1([CH:7]([C:1]2[CH:2]=[CH:3][CH:4]=[CH:5][CH:6]=2)[N:8]2[CH2:11][CH:10]([O:12][C:22]3[CH:27]=[CH:26][C:25]([N+:28]([O-:30])=[O:29])=[CH:24][CH:23]=3)[CH2:9]2)[CH:14]=[CH:15][CH:16]=[CH:17][CH:18]=1. The yield is 0.400. (3) The reactants are [OH:1][C@@H:2]1[CH2:5][C@H:4]([N:6]2[C:11](=[O:12])[C:10]([CH2:13][C:14]3[CH:19]=[CH:18][C:17]([C:20]4[CH:25]=[CH:24][CH:23]=[CH:22][C:21]=4[C:26]4[NH:30][C:29](=[O:31])[O:28][N:27]=4)=[CH:16][CH:15]=3)=[C:9]([CH2:32][CH2:33][CH3:34])[N:8]3[N:35]=[CH:36][N:37]=[C:7]23)[CH2:3]1.CC(OI1(OC(C)=O)(OC(C)=O)OC(=O)C2C=CC=CC1=2)=O.C(=O)([O-])O.[Na+].S([O-])([O-])(=O)=S.[Na+].[Na+]. The catalyst is C(#N)C. The product is [O:1]=[C:2]1[CH2:3][CH:4]([N:6]2[C:11](=[O:12])[C:10]([CH2:13][C:14]3[CH:19]=[CH:18][C:17]([C:20]4[CH:25]=[CH:24][CH:23]=[CH:22][C:21]=4[C:26]4[NH:30][C:29](=[O:31])[O:28][N:27]=4)=[CH:16][CH:15]=3)=[C:9]([CH2:32][CH2:33][CH3:34])[N:8]3[N:35]=[CH:36][N:37]=[C:7]23)[CH2:5]1. The yield is 0.780.